From a dataset of Catalyst prediction with 721,799 reactions and 888 catalyst types from USPTO. Predict which catalyst facilitates the given reaction. Reactant: C(Cl)CCl.[F:5][C:6]1[CH:30]=[CH:29][C:9]([CH2:10][C@@H:11]([CH2:15][CH2:16][C@H:17]([CH2:21][C:22]2[CH:27]=[CH:26][C:25]([F:28])=[CH:24][CH:23]=2)[C:18]([OH:20])=[O:19])[C:12](O)=[O:13])=[CH:8][CH:7]=1.[NH2:31][C@H:32]1[CH2:38][CH2:37][CH2:36][CH2:35][N:34]([C:39]2[CH:44]=[CH:43][CH:42]=[CH:41][CH:40]=2)[C:33]1=[O:45]. Product: [F:28][C:25]1[CH:24]=[CH:23][C:22]([CH2:21][C@@H:17]([CH2:16][CH2:15][C@H:11]([CH2:10][C:9]2[CH:29]=[CH:30][C:6]([F:5])=[CH:7][CH:8]=2)[C:12](=[O:13])[NH:31][C@H:32]2[CH2:38][CH2:37][CH2:36][CH2:35][N:34]([C:39]3[CH:44]=[CH:43][CH:42]=[CH:41][CH:40]=3)[C:33]2=[O:45])[C:18]([OH:20])=[O:19])=[CH:27][CH:26]=1. The catalyst class is: 85.